This data is from Full USPTO retrosynthesis dataset with 1.9M reactions from patents (1976-2016). The task is: Predict the reactants needed to synthesize the given product. (1) Given the product [F:1][C:2]1[CH:7]=[C:6]([F:8])[CH:5]=[CH:4][C:3]=1[C:9]1[O:10][C:11]2[CH:21]=[C:20]([N:22]([CH3:27])[S:23]([CH3:26])(=[O:25])=[O:24])[C:19]([C:38]3[CH:47]=[CH:46][C:45]4[CH2:44][CH2:43][N:42]5[C:48]6[CH:49]=[CH:50][CH:51]=[C:52]([F:55])[C:53]=6[CH:54]=[C:41]5[C:40]=4[N:39]=3)=[CH:18][C:12]=2[C:13]=1[C:14]([NH:16][CH3:17])=[O:15], predict the reactants needed to synthesize it. The reactants are: [F:1][C:2]1[CH:7]=[C:6]([F:8])[CH:5]=[CH:4][C:3]=1[C:9]1[O:10][C:11]2[CH:21]=[C:20]([N:22]([CH3:27])[S:23]([CH3:26])(=[O:25])=[O:24])[C:19](B3OC(C)(C)C(C)(C)O3)=[CH:18][C:12]=2[C:13]=1[C:14]([NH:16][CH3:17])=[O:15].Cl[C:38]1[CH:47]=[CH:46][C:45]2[CH2:44][CH2:43][N:42]3[C:48]4[CH:49]=[CH:50][CH:51]=[C:52]([F:55])[C:53]=4[CH:54]=[C:41]3[C:40]=2[N:39]=1.C([O-])([O-])=O.[K+].[K+]. (2) Given the product [S:5]1[CH:4]=[CH:3][CH:7]=[C:6]1[C:11]#[CH:12].[C:4]1([SH:5])[CH:3]=[CH:7][CH:6]=[CH:17][CH:16]=1.[O:8]1[CH:7]=[CH:3][CH:1]=[CH:9]1, predict the reactants needed to synthesize it. The reactants are: [CH2:1]1[CH2:9][O:8][C:7]2[C:3](=[CH:4][S:5][CH:6]=2)O1.S1C=C[CH:12]=[CH:11]1.N[C:16]1C=CC=C[CH:17]=1.N1C=CC=C1.C(C1C2NC3C(=CC=CC=3)C=2C=CC=1)=C.C#C.C1C2C(C=CC=CC=2)=CC=1.N1C2C(=CC=CC=2)C=C1.C1(C#C)C=CC=CC=1. (3) The reactants are: [CH3:1][NH:2][C:3]1([C:8]#[N:9])[CH2:7][CH2:6][CH2:5][CH2:4]1.[O:10]1[CH2:14][CH2:13][CH:12](CN)[CH2:11]1.C1(=O)CCCC1. Given the product [O:10]1[CH2:14][CH2:13][CH:12]([CH2:1][NH:2][C:3]2([C:8]#[N:9])[CH2:7][CH2:6][CH2:5][CH2:4]2)[CH2:11]1, predict the reactants needed to synthesize it. (4) Given the product [NH2:7][CH:8]1[CH2:9][CH2:10][N:11]([CH2:14][CH2:15][N:16]2[C:21]3[CH:22]=[C:23]([Cl:26])[CH:24]=[CH:25][C:20]=3[O:19][CH2:18][C:17]2=[O:27])[CH2:12][CH2:13]1, predict the reactants needed to synthesize it. The reactants are: C(OC(=O)[NH:7][CH:8]1[CH2:13][CH2:12][N:11]([CH2:14][CH2:15][N:16]2[C:21]3[CH:22]=[C:23]([Cl:26])[CH:24]=[CH:25][C:20]=3[O:19][CH2:18][C:17]2=[O:27])[CH2:10][CH2:9]1)(C)(C)C.NC1CCN(CCN2C3C(=CC=C(C#N)C=3)C=CC2=O)CC1. (5) Given the product [CH3:7][C:4]1[S:5][CH:6]=[C:2]([C:11]2[CH:12]=[CH:13][CH:14]=[CH:15][C:10]=2[CH:8]=[O:9])[CH:3]=1, predict the reactants needed to synthesize it. The reactants are: Br[C:2]1[CH:3]=[C:4]([CH3:7])[S:5][CH:6]=1.[CH:8]([C:10]1[CH:15]=[CH:14][CH:13]=[CH:12][C:11]=1B(O)O)=[O:9].C(#N)C.C(=O)([O-])[O-].[Na+].[Na+]. (6) Given the product [C:4]([OH:8])(=[O:7])[C:5]([CH3:1])=[CH2:6].[CH3:1][CH:2]([CH3:4])[CH3:3], predict the reactants needed to synthesize it. The reactants are: [CH3:1][CH2:2][CH3:3].[C:4]([OH:8])(=[O:7])[CH:5]=[CH2:6].